Dataset: Forward reaction prediction with 1.9M reactions from USPTO patents (1976-2016). Task: Predict the product of the given reaction. (1) Given the reactants CS([O:5][C@H:6]1[CH2:11][CH2:10][C@@H:9]([CH3:12])[N:8]([C:13](=[O:25])[C:14]2[CH:19]=[CH:18][CH:17]=[CH:16][C:15]=2[N:20]2[N:24]=[CH:23][CH:22]=[N:21]2)[CH2:7]1)(=O)=O.O[C:27]1[N:34]=[CH:33][CH:32]=[C:31]([CH3:35])[C:28]=1[C:29]#[N:30].C(=O)([O-])[O-].[Cs+].[Cs+], predict the reaction product. The product is: [CH3:35][C:31]1[CH:32]=[CH:33][N:34]=[C:27]([O:5][C@@H:6]2[CH2:11][CH2:10][C@@H:9]([CH3:12])[N:8]([C:13]([C:14]3[CH:19]=[CH:18][CH:17]=[CH:16][C:15]=3[N:20]3[N:24]=[CH:23][CH:22]=[N:21]3)=[O:25])[CH2:7]2)[C:28]=1[C:29]#[N:30]. (2) Given the reactants [CH3:1][N:2]1[CH2:6][CH2:5][N:4]([CH3:7])[C:3]1=[O:8].[CH:9]1[C:14]([OH:15])=[CH:13][CH:12]=[CH:11][C:10]=1[CH3:16], predict the reaction product. The product is: [CH3:1][N:2]1[CH2:6][CH2:5][N:4]([CH3:7])[C:3]1=[O:8].[CH:9]1[C:14]([OH:15])=[CH:13][CH:12]=[CH:11][C:10]=1[CH3:16]. (3) Given the reactants C(Br)C1C=CC=CC=1.[CH3:9][C:10]1[CH:11]=[CH:12][C:13]([C:16]2[CH:21]=[CH:20][N:19]=[CH:18][CH:17]=2)=[N:14][CH:15]=1.C(N(CC)CC)C.[H][H], predict the reaction product. The product is: [CH3:9][C:10]1[CH:11]=[CH:12][C:13]([C:16]2[CH2:21][CH2:20][NH:19][CH2:18][CH:17]=2)=[N:14][CH:15]=1. (4) Given the reactants [Br:1][C:2]1[CH:3]=[C:4]([CH:8]2[NH:12][C:11](=[O:13])[CH2:10][CH2:9]2)[CH:5]=[N:6][CH:7]=1.[H-].[Na+].[CH3:16]I, predict the reaction product. The product is: [Br:1][C:2]1[CH:3]=[C:4]([CH:8]2[NH:12][C:11](=[O:13])[CH2:10][CH2:9]2)[CH:5]=[N:6][CH:7]=1.[Br:1][C:2]1[CH:3]=[C:4]([CH:8]2[N:12]([CH3:16])[C:11](=[O:13])[CH2:10][CH2:9]2)[CH:5]=[N:6][CH:7]=1. (5) Given the reactants [CH3:1][O:2][C:3]([C:5]1[C:14]2[C:13]3[N:15]=[CH:16][CH:17]=[CH:18][C:12]=3[CH2:11][NH:10][CH2:9][C:8]=2[NH:7][CH:6]=1)=[O:4].[CH:19](=O)[C:20]1[CH:25]=[CH:24][CH:23]=[CH:22][CH:21]=1.C(O[BH-](OC(=O)C)OC(=O)C)(=O)C.[Na+], predict the reaction product. The product is: [CH3:1][O:2][C:3]([C:5]1[C:14]2[C:13]3[N:15]=[CH:16][CH:17]=[CH:18][C:12]=3[CH2:11][N:10]([CH2:19][C:20]3[CH:25]=[CH:24][CH:23]=[CH:22][CH:21]=3)[CH2:9][C:8]=2[NH:7][CH:6]=1)=[O:4]. (6) Given the reactants [Cl:1][C:2]1[CH:10]=[CH:9][C:5]([C:6]([OH:8])=O)=[CH:4][C:3]=1[C:11]#[N:12].[C:13]([O:17][C:18]([N:20]1[CH2:25][CH2:24][NH:23][CH2:22][CH2:21]1)=[O:19])([CH3:16])([CH3:15])[CH3:14].C(Cl)CCl.C1C=CC2N(O)N=NC=2C=1.C(N(CC)CC)C, predict the reaction product. The product is: [Cl:1][C:2]1[CH:10]=[CH:9][C:5]([C:6]([N:23]2[CH2:22][CH2:21][N:20]([C:18]([O:17][C:13]([CH3:16])([CH3:15])[CH3:14])=[O:19])[CH2:25][CH2:24]2)=[O:8])=[CH:4][C:3]=1[C:11]#[N:12]. (7) Given the reactants C(OC([N:8]1[CH2:14][CH2:13][CH2:12][N:11]([C:15](=[O:26])[NH:16][C:17]2[CH:21]=[C:20]([C:22]([CH3:25])([CH3:24])[CH3:23])[O:19][N:18]=2)[CH2:10][CH2:9]1)=O)(C)(C)C.Cl, predict the reaction product. The product is: [C:22]([C:20]1[O:19][N:18]=[C:17]([NH:16][C:15]([N:11]2[CH2:12][CH2:13][CH2:14][NH:8][CH2:9][CH2:10]2)=[O:26])[CH:21]=1)([CH3:25])([CH3:23])[CH3:24]. (8) Given the reactants [Cl:1][C:2]1[CH:7]=[C:6]([C:8]2[N:13]=[C:12]([S:14][CH3:15])[N:11]=[C:10]([NH:16][CH2:17][CH:18]([O:21][CH3:22])[O:19][CH3:20])[CH:9]=2)[CH:5]=[CH:4][N:3]=1.[OH:23]OS([O-])=O.[K+].[O-]S([O-])(=S)=O.[Na+].[Na+], predict the reaction product. The product is: [Cl:1][C:2]1[CH:7]=[C:6]([C:8]2[N:13]=[C:12]([S:14]([CH3:15])=[O:23])[N:11]=[C:10]([NH:16][CH2:17][CH:18]([O:19][CH3:20])[O:21][CH3:22])[CH:9]=2)[CH:5]=[CH:4][N:3]=1.